Dataset: Full USPTO retrosynthesis dataset with 1.9M reactions from patents (1976-2016). Task: Predict the reactants needed to synthesize the given product. Given the product [C:11]([C:10]1[CH:13]=[CH:14][C:7]([N:6]2[C@H:5]3[CH2:19][CH2:20][CH2:21][CH2:22][C@@H:4]3[N:3]([C:24]3[CH:34]=[CH:33][C:27]([C:28]([O:30][CH2:31][CH3:32])=[O:29])=[C:26]([CH3:35])[CH:25]=3)[C:2]2=[O:1])=[CH:8][C:9]=1[C:15]([F:18])([F:16])[F:17])#[N:12], predict the reactants needed to synthesize it. The reactants are: [O:1]=[C:2]1[N:6]([C:7]2[CH:14]=[CH:13][C:10]([C:11]#[N:12])=[C:9]([C:15]([F:18])([F:17])[F:16])[CH:8]=2)[C@H:5]2[CH2:19][CH2:20][CH2:21][CH2:22][C@@H:4]2[NH:3]1.Br[C:24]1[CH:34]=[CH:33][C:27]([C:28]([O:30][CH2:31][CH3:32])=[O:29])=[C:26]([CH3:35])[CH:25]=1.